This data is from Reaction yield outcomes from USPTO patents with 853,638 reactions. The task is: Predict the reaction yield, written as a fraction of the theoretical maximum amount of product (1.0 means a 100% yield; for example, 0.34 means a 34% yield). (1) The reactants are [OH:1][C:2]1[CH:9]=[C:8]([OH:10])[CH:7]=[CH:6][C:3]=1[CH:4]=[O:5].C(=O)([O-])O.[Na+].[I-].[K+].[CH2:18](Cl)[C:19]1[CH:24]=[CH:23][CH:22]=[CH:21][CH:20]=1.Cl. The catalyst is C(#N)C. The product is [CH2:18]([O:10][C:8]1[CH:7]=[CH:6][C:3]([CH:4]=[O:5])=[C:2]([OH:1])[CH:9]=1)[C:19]1[CH:24]=[CH:23][CH:22]=[CH:21][CH:20]=1. The yield is 0.560. (2) The reactants are [Cl:1][C:2]1[CH:3]=[N+:4]([O-:27])[CH:5]=[C:6]([Cl:26])[C:7]=1[CH2:8][C@@H:9]([C:11]1[CH:16]=[CH:15][C:14]([O:17][CH:18]([F:20])[F:19])=[C:13]([O:21][CH2:22][CH:23]2[CH2:25][CH2:24]2)[CH:12]=1)[OH:10].[S:28]1[CH:32]=[CH:31][CH:30]=[C:29]1[C:33]([O:35][CH2:36][C:37](O)=[O:38])=[O:34].C(Cl)CCl. The catalyst is CN(C1C=CN=CC=1)C.C(Cl)Cl. The product is [Cl:1][C:2]1[CH:3]=[N+:4]([O-:27])[CH:5]=[C:6]([Cl:26])[C:7]=1[CH2:8][C@@H:9]([C:11]1[CH:16]=[CH:15][C:14]([O:17][CH:18]([F:20])[F:19])=[C:13]([O:21][CH2:22][CH:23]2[CH2:25][CH2:24]2)[CH:12]=1)[O:10][C:37](=[O:38])[CH2:36][O:35][C:33]([C:29]1[S:28][CH:32]=[CH:31][CH:30]=1)=[O:34]. The yield is 0.633. (3) The product is [F:1][C:2]1[CH:18]=[CH:17][C:5]([O:6][C:7]2[CH:12]=[CH:11][C:10]([CH2:13][CH2:14][N:15]([CH3:16])[C:21]3[NH:22][CH:23]=[C:24]([CH2:28][C:29]4[CH:30]=[N:31][CH:32]=[N:33][CH:34]=4)[C:25](=[O:27])[N:26]=3)=[CH:9][CH:8]=2)=[CH:4][CH:3]=1. The catalyst is C(O)C. The yield is 0.200. The reactants are [F:1][C:2]1[CH:18]=[CH:17][C:5]([O:6][C:7]2[CH:12]=[CH:11][C:10]([CH2:13][CH2:14][NH:15][CH3:16])=[CH:9][CH:8]=2)=[CH:4][CH:3]=1.CS[C:21]1[NH:22][CH:23]=[C:24]([CH2:28][C:29]2[CH:30]=[N:31][CH:32]=[N:33][CH:34]=2)[C:25](=[O:27])[N:26]=1. (4) The reactants are [OH:1][C:2]1[CH:15]=[CH:14][CH:13]=[CH:12][C:3]=1[C:4]([NH:6][C:7]1[S:8][CH:9]=[CH:10][N:11]=1)=[O:5].C(N(CC)CC)C.[CH3:23][S:24](Cl)(=[O:26])=[O:25]. The catalyst is ClCCl. The product is [CH3:23][S:24]([O:1][C:2]1[CH:15]=[CH:14][CH:13]=[CH:12][C:3]=1[C:4](=[O:5])[NH:6][C:7]1[S:8][CH:9]=[CH:10][N:11]=1)(=[O:26])=[O:25]. The yield is 0.780.